This data is from Forward reaction prediction with 1.9M reactions from USPTO patents (1976-2016). The task is: Predict the product of the given reaction. (1) The product is: [F:1][C:2]1[CH:3]=[C:4]([CH:16]=[CH:17][C:18]=1[F:19])[O:5][C:6]1[N:11]=[CH:10][C:9]([CH2:12][C:13]([O:22][CH2:21][CH3:20])=[O:24])=[CH:8][C:7]=1[F:15]. Given the reactants [F:1][C:2]1[CH:3]=[C:4]([CH:16]=[CH:17][C:18]=1[F:19])[O:5][C:6]1[N:11]=[CH:10][C:9]([CH2:12][C:13]#N)=[CH:8][C:7]=1[F:15].[CH3:20][CH2:21][OH:22].S(=O)(=O)(O)[OH:24], predict the reaction product. (2) The product is: [Cl:1][C:2]1[CH:3]=[C:4]2[C:5](=[CH:6][CH:7]=1)[CH:8]=[C:9]1[CH2:10][CH2:11][CH2:12][C:13]1=[C:14]2[C:15](=[O:17])[CH3:16]. Given the reactants [Cl:1][C:2]1[CH:7]=[CH:6][C:5](/[CH:8]=[CH:9]/[CH2:10][CH2:11][CH2:12][C:13]#[C:14][C:15](=[O:17])[CH3:16])=[CH:4][CH:3]=1, predict the reaction product.